From a dataset of Catalyst prediction with 721,799 reactions and 888 catalyst types from USPTO. Predict which catalyst facilitates the given reaction. Reactant: C([Si]([O:18][CH2:19][CH2:20][C@H:21]([CH3:34])[CH2:22][S:23][C:24]1[CH:33]=[CH:32][C:31]2[C:26](=[CH:27][CH:28]=[CH:29][CH:30]=2)[CH:25]=1)(C1C=CC=CC=1)C1C=CC=CC=1)(C)(C)C.[F-]. Product: [CH3:34][C@H:21]([CH2:22][S:23][C:24]1[CH:33]=[CH:32][C:31]2[C:26](=[CH:27][CH:28]=[CH:29][CH:30]=2)[CH:25]=1)[CH2:20][CH2:19][OH:18]. The catalyst class is: 56.